Dataset: Full USPTO retrosynthesis dataset with 1.9M reactions from patents (1976-2016). Task: Predict the reactants needed to synthesize the given product. (1) Given the product [Cl:13][C:14]1[NH:22][C:21]2[C:20](=[O:23])[N:19]([CH2:2][CH2:3][CH2:4][NH:5][C:6](=[O:12])[O:7][C:8]([CH3:11])([CH3:10])[CH3:9])[C:18](=[O:34])[N:17]([CH2:35][CH2:36][CH2:37][CH2:38][CH3:39])[C:16]=2[N:15]=1, predict the reactants needed to synthesize it. The reactants are: O[CH2:2][CH2:3][CH2:4][NH:5][C:6](=[O:12])[O:7][C:8]([CH3:11])([CH3:10])[CH3:9].[Cl:13][C:14]1[NH:22][C:21]2[C:20](=[O:23])[N:19](CCCOC3CCCCO3)[C:18](=[O:34])[N:17]([CH2:35][CH2:36][CH2:37][CH2:38][CH3:39])[C:16]=2[N:15]=1.C1C=CC(P(C2C=CC=CC=2)C2C=CC=CC=2)=CC=1.C1C=CC(COC(/N=N/C(OCC2C=CC=CC=2)=O)=O)=CC=1.N1CCOCC1. (2) Given the product [CH:8]([Si:4]([O:11][CH2:12][CH:13]([O:23][CH3:24])[CH2:14][NH:15][C:16]([O:18][C:19]([CH3:22])([CH3:21])[CH3:20])=[O:17])([CH:5]([CH3:7])[CH3:6])[CH:1]([CH3:3])[CH3:2])([CH3:9])[CH3:10], predict the reactants needed to synthesize it. The reactants are: [CH:1]([Si:4]([O:11][CH2:12][CH:13]([OH:23])[CH2:14][NH:15][C:16]([O:18][C:19]([CH3:22])([CH3:21])[CH3:20])=[O:17])([CH:8]([CH3:10])[CH3:9])[CH:5]([CH3:7])[CH3:6])([CH3:3])[CH3:2].[CH3:24]I. (3) The reactants are: [CH2:1]([O:3][C:4]([C:6]1([CH2:12][OH:13])[CH2:11][CH2:10][CH2:9][CH2:8][CH2:7]1)=[O:5])[CH3:2].[H-].[Na+].[CH3:16][O:17][CH2:18][CH2:19]Br.C(OCC)(=O)C. Given the product [CH2:1]([O:3][C:4]([C:6]1([CH2:12][O:13][CH2:19][CH2:18][O:17][CH3:16])[CH2:11][CH2:10][CH2:9][CH2:8][CH2:7]1)=[O:5])[CH3:2], predict the reactants needed to synthesize it.